From a dataset of Reaction yield outcomes from USPTO patents with 853,638 reactions. Predict the reaction yield, written as a fraction of the theoretical maximum amount of product (1.0 means a 100% yield; for example, 0.34 means a 34% yield). (1) The yield is 0.520. The product is [Cl:1][C:2]1[N:10]=[C:9]2[C:5]([N:6]=[CH:7][N:8]2[CH:11]([CH3:13])[CH3:12])=[C:4]([NH:19][CH2:18][CH:15]2[CH2:17][CH2:16]2)[N:3]=1. The reactants are [Cl:1][C:2]1[N:10]=[C:9]2[C:5]([N:6]=[CH:7][N:8]2[CH:11]([CH3:13])[CH3:12])=[C:4](Cl)[N:3]=1.[CH:15]1([CH2:18][NH2:19])[CH2:17][CH2:16]1.CCN(CC)CC. The catalyst is CCCCO. (2) The reactants are [F:1][C:2]1[CH:7]=[CH:6][C:5]([C:8]2[N:9]=[C:10](C3CCN(C(OC(C)(C)C)=O)CC3)[S:11][CH:12]=2)=[CH:4][CH:3]=1.[ClH:26].C(O[CH2:31][CH3:32])(=O)C. No catalyst specified. The product is [ClH:26].[ClH:26].[F:1][C:2]1[CH:3]=[CH:4][C:5]([C:8]2[N:9]=[C:10]([N:9]3[CH2:32][CH2:31][CH2:4][CH2:5][CH2:8]3)[S:11][CH:12]=2)=[CH:6][CH:7]=1. The yield is 0.820. (3) The reactants are Cl.[NH2:2][C@H:3]([C:14]([O:16][CH3:17])=[O:15])[CH2:4][C:5]1[C:13]2[C:8](=[CH:9][CH:10]=[CH:11][CH:12]=2)[NH:7][CH:6]=1.C(N(CC)CC)C.[O:25]([C:32]1[CH:42]=[CH:41][C:35]([CH:36]=[CH:37][C:38](O)=[O:39])=[CH:34][CH:33]=1)[C:26]1[CH:31]=[CH:30][CH:29]=[CH:28][CH:27]=1.CCN=C=NCCCN(C)C.Cl. The catalyst is C(Cl)Cl. The product is [O:25]([C:32]1[CH:33]=[CH:34][C:35]([CH:36]=[CH:37][C:38]([NH:2][C@H:3]([C:14]([O:16][CH3:17])=[O:15])[CH2:4][C:5]2[C:13]3[C:8](=[CH:9][CH:10]=[CH:11][CH:12]=3)[NH:7][CH:6]=2)=[O:39])=[CH:41][CH:42]=1)[C:26]1[CH:31]=[CH:30][CH:29]=[CH:28][CH:27]=1. The yield is 0.940. (4) The reactants are [C:1]1([O:7][C:8](Cl)=[O:9])[CH:6]=[CH:5][CH:4]=[CH:3][CH:2]=1.Cl.[O:12]([NH2:14])[CH3:13].C([O-])([O-])=O.[K+].[K+].O. The catalyst is CCOCC. The product is [O:7]([C:8]([CH2:13][O:12][NH2:14])=[O:9])[C:1]1[CH:6]=[CH:5][CH:4]=[CH:3][CH:2]=1. The yield is 0.900. (5) The reactants are [NH2:1][C:2]1([C:7]([OH:9])=[O:8])[CH2:6][CH2:5][CH2:4][CH2:3]1.S(Cl)([Cl:12])=O.[CH3:14]O. No catalyst specified. The product is [ClH:12].[NH2:1][C:2]1([C:7]([O:9][CH3:14])=[O:8])[CH2:6][CH2:5][CH2:4][CH2:3]1. The yield is 0.970. (6) The reactants are [Br:1][C:2]1[C:7]([F:8])=[CH:6][C:5]([N:9]2[CH:14]=[C:13]([O:15][CH3:16])[C:12](=[O:17])[C:11]([C:18]([OH:20])=O)=[N:10]2)=[C:4]([F:21])[CH:3]=1.Cl.[CH3:23][NH:24][O:25][CH3:26].C1C=CC2N(O)N=NC=2C=1.C(N(CC)CC)C.CCN=C=NCCCN(C)C. The catalyst is CN(C=O)C.CCOC(C)=O.CCOC(C)=O.CO. The product is [Br:1][C:2]1[C:7]([F:8])=[CH:6][C:5]([N:9]2[CH:14]=[C:13]([O:15][CH3:16])[C:12](=[O:17])[C:11]([C:18]([N:24]([O:25][CH3:26])[CH3:23])=[O:20])=[N:10]2)=[C:4]([F:21])[CH:3]=1. The yield is 0.310. (7) The reactants are Cl.[NH2:2][C:3]1[NH:7][C:6]2[CH:8]=[C:9]([NH:12][C:13]([C@@H]3C4(Cl)C(Cl)([Cl:22])C(Cl)(C(Cl)=C4Cl)[C@@H]3C(O)=O)=[O:14])[CH:10]=[CH:11][C:5]=2[N:4]=1.NC1C=CC2N=C(N(C(OC(C)(C)C)=O)C(OC(C)(C)C)=O)N(C(OC(C)(C)C)=O)C=2C=1.[C:63]1(=[O:77])[C:72]2[C:67]3[C:68](=[CH:73][CH:74]=[CH:75][C:66]=3C(=O)[O:64]1)[CH:69]=[CH:70][CH:71]=2. No catalyst specified. The product is [ClH:22].[NH2:2][C:3]1[NH:7][C:6]2[CH:8]=[C:9]([NH:12][C:13]([C:66]3[CH:75]=[CH:74][CH:73]=[C:68]4[C:67]=3[C:72]([C:63]([OH:77])=[O:64])=[CH:71][CH:70]=[CH:69]4)=[O:14])[CH:10]=[CH:11][C:5]=2[N:4]=1. The yield is 0.960.